Dataset: NCI-60 drug combinations with 297,098 pairs across 59 cell lines. Task: Regression. Given two drug SMILES strings and cell line genomic features, predict the synergy score measuring deviation from expected non-interaction effect. (1) Drug 1: CCC(=C(C1=CC=CC=C1)C2=CC=C(C=C2)OCCN(C)C)C3=CC=CC=C3.C(C(=O)O)C(CC(=O)O)(C(=O)O)O. Drug 2: CC1=C2C(C(=O)C3(C(CC4C(C3C(C(C2(C)C)(CC1OC(=O)C(C(C5=CC=CC=C5)NC(=O)C6=CC=CC=C6)O)O)OC(=O)C7=CC=CC=C7)(CO4)OC(=O)C)O)C)OC(=O)C. Cell line: RPMI-8226. Synergy scores: CSS=58.3, Synergy_ZIP=23.1, Synergy_Bliss=23.0, Synergy_Loewe=7.16, Synergy_HSA=19.9. (2) Drug 1: C1C(C(OC1N2C=NC3=C2NC=NCC3O)CO)O. Synergy scores: CSS=3.73, Synergy_ZIP=-4.08, Synergy_Bliss=-3.53, Synergy_Loewe=-3.23, Synergy_HSA=-1.91. Drug 2: C1C(C(OC1N2C=NC(=NC2=O)N)CO)O. Cell line: MDA-MB-231. (3) Drug 1: CNC(=O)C1=CC=CC=C1SC2=CC3=C(C=C2)C(=NN3)C=CC4=CC=CC=N4. Drug 2: CC1OCC2C(O1)C(C(C(O2)OC3C4COC(=O)C4C(C5=CC6=C(C=C35)OCO6)C7=CC(=C(C(=C7)OC)O)OC)O)O. Cell line: MCF7. Synergy scores: CSS=36.8, Synergy_ZIP=3.25, Synergy_Bliss=3.92, Synergy_Loewe=-0.157, Synergy_HSA=5.19.